Predict the reaction yield, written as a fraction of the theoretical maximum amount of product (1.0 means a 100% yield; for example, 0.34 means a 34% yield). From a dataset of Reaction yield outcomes from USPTO patents with 853,638 reactions. The reactants are [C:1]([O:5][C:6]([N:8]1[C@@H:12]([CH2:13][CH2:14][C:15]2[CH:20]=[CH:19][C:18]([NH2:21])=[CH:17][CH:16]=2)[CH2:11][O:10][C:9]1([CH3:23])[CH3:22])=[O:7])([CH3:4])([CH3:3])[CH3:2].C(N(CC)CC)C.[Cl:31][C:32]1[CH:40]=[CH:39][C:35]([C:36](Cl)=[O:37])=[CH:34][N:33]=1. The catalyst is C1COCC1. The product is [C:1]([O:5][C:6]([N:8]1[C@@H:12]([CH2:13][CH2:14][C:15]2[CH:16]=[CH:17][C:18]([NH:21][C:36]([C:35]3[CH:34]=[N:33][C:32]([Cl:31])=[CH:40][CH:39]=3)=[O:37])=[CH:19][CH:20]=2)[CH2:11][O:10][C:9]1([CH3:23])[CH3:22])=[O:7])([CH3:4])([CH3:2])[CH3:3]. The yield is 0.820.